This data is from Forward reaction prediction with 1.9M reactions from USPTO patents (1976-2016). The task is: Predict the product of the given reaction. (1) Given the reactants [NH:1]1[C:9]2[C:4](=[CH:5][CH:6]=[CH:7][CH:8]=2)[C:3]([CH:10]2[CH2:15][CH2:14][N:13]([C:16]3[CH:21]=[CH:20][C:19]([C:22]([F:25])([F:24])[F:23])=[CH:18][N:17]=3)[CH2:12][CH2:11]2)=[CH:2]1.[OH-].[Na+].[OH-].C([N+](CCCC)(CCCC)CCCC)CCC.[F:46][C:47]1[CH:54]=[CH:53][C:50]([CH2:51]Br)=[CH:49][CH:48]=1, predict the reaction product. The product is: [F:46][C:47]1[CH:54]=[CH:53][C:50]([CH2:51][N:1]2[C:9]3[C:4](=[CH:5][CH:6]=[CH:7][CH:8]=3)[C:3]([CH:10]3[CH2:11][CH2:12][N:13]([C:16]4[CH:21]=[CH:20][C:19]([C:22]([F:24])([F:23])[F:25])=[CH:18][N:17]=4)[CH2:14][CH2:15]3)=[CH:2]2)=[CH:49][CH:48]=1. (2) Given the reactants C([O:3][C:4](=[O:20])[CH2:5][C:6]1[C:14]([C:15]([O:17]CC)=[O:16])=[C:9]2[CH:10]=[CH:11][CH:12]=[CH:13][N:8]2[N:7]=1)C.[I-].N[N+]1C=CC=CC=1.O=C(CC(OCC)=O)CC(OCC)=O.[OH-].[Na+], predict the reaction product. The product is: [C:4]([CH2:5][C:6]1[C:14]([C:15]([OH:17])=[O:16])=[C:9]2[CH:10]=[CH:11][CH:12]=[CH:13][N:8]2[N:7]=1)([OH:20])=[O:3]. (3) Given the reactants C(OC[C@@H](OC(C)(C)C)C1C(C2C=CC(Cl)=CC=2)=C2C(=CC=1C)N=C(N1CCOCC1)C=C2)(=[O:6])C(C)(C)C.[C:39]([O:43][C@@H:44]([C:47]1[C:48]([C:61]2[CH:66]=[CH:65][C:64]([Cl:67])=[CH:63][CH:62]=2)=[C:49]2[C:54](=[CH:55][C:56]=1[CH3:57])[N:53]1[N:58]=[N:59][N:60]=[C:52]1[CH:51]=[CH:50]2)[CH2:45][OH:46])([CH3:42])([CH3:41])[CH3:40].C(O[C@@H](C1C(C2C=CC(Cl)=CC=2)=C2C(=CC=1C)N=C(N1CCOCC1)C=C2)CO)(C)(C)C, predict the reaction product. The product is: [C:39]([O:43][C@@H:44]([C:47]1[C:48]([C:61]2[CH:66]=[CH:65][C:64]([Cl:67])=[CH:63][CH:62]=2)=[C:49]2[C:54](=[CH:55][C:56]=1[CH3:57])[N:53]1[N:58]=[N:59][N:60]=[C:52]1[CH:51]=[CH:50]2)[C:45]([OH:6])=[O:46])([CH3:42])([CH3:40])[CH3:41].